Task: Regression. Given a peptide amino acid sequence and an MHC pseudo amino acid sequence, predict their binding affinity value. This is MHC class I binding data.. Dataset: Peptide-MHC class I binding affinity with 185,985 pairs from IEDB/IMGT (1) The peptide sequence is KEINFLSQT. The MHC is HLA-B44:02 with pseudo-sequence HLA-B44:02. The binding affinity (normalized) is 0.104. (2) The binding affinity (normalized) is 0.0847. The MHC is HLA-A69:01 with pseudo-sequence HLA-A69:01. The peptide sequence is VHLLQGGKK. (3) The binding affinity (normalized) is 0. The MHC is HLA-B27:05 with pseudo-sequence HLA-B27:05. The peptide sequence is KTKHLCRL. (4) The peptide sequence is LIIQDEPI. The MHC is H-2-Kb with pseudo-sequence H-2-Kb. The binding affinity (normalized) is 0.0735. (5) The peptide sequence is QSPKKTGMLEM. The MHC is Mamu-A01 with pseudo-sequence Mamu-A01. The binding affinity (normalized) is 0.474. (6) The binding affinity (normalized) is 0.176. The MHC is HLA-A03:01 with pseudo-sequence HLA-A03:01. The peptide sequence is LSFSNTIQSY. (7) The peptide sequence is YLGDEILEV. The MHC is HLA-A02:03 with pseudo-sequence HLA-A02:03. The binding affinity (normalized) is 0.767. (8) The peptide sequence is SFIVPEFAK. The MHC is HLA-A11:01 with pseudo-sequence HLA-A11:01. The binding affinity (normalized) is 0.572. (9) The peptide sequence is FVMCLEAKT. The MHC is HLA-A02:03 with pseudo-sequence HLA-A02:03. The binding affinity (normalized) is 0.204.